The task is: Predict which catalyst facilitates the given reaction.. This data is from Catalyst prediction with 721,799 reactions and 888 catalyst types from USPTO. Reactant: C1CCN2C(=NCCC2)CC1.[CH2:12](Br)[C:13]1[CH:18]=[CH:17][CH:16]=[CH:15][CH:14]=1.[C:20]([O:24][C:25]([N:27]1[CH2:31][CH2:30][C@@H:29]([C:32]([OH:34])=[O:33])[CH2:28]1)=[O:26])([CH3:23])([CH3:22])[CH3:21]. Product: [N:27]1([C:25]([O:24][C:20]([CH3:23])([CH3:22])[CH3:21])=[O:26])[CH2:31][CH2:30][C@@H:29]([C:32]([O:34][CH2:12][C:13]2[CH:18]=[CH:17][CH:16]=[CH:15][CH:14]=2)=[O:33])[CH2:28]1. The catalyst class is: 11.